This data is from NCI-60 drug combinations with 297,098 pairs across 59 cell lines. The task is: Regression. Given two drug SMILES strings and cell line genomic features, predict the synergy score measuring deviation from expected non-interaction effect. (1) Drug 1: CC1=C(C=C(C=C1)NC(=O)C2=CC=C(C=C2)CN3CCN(CC3)C)NC4=NC=CC(=N4)C5=CN=CC=C5. Drug 2: C1=NC2=C(N=C(N=C2N1C3C(C(C(O3)CO)O)F)Cl)N. Cell line: RXF 393. Synergy scores: CSS=-3.32, Synergy_ZIP=1.75, Synergy_Bliss=0.508, Synergy_Loewe=-3.47, Synergy_HSA=-3.45. (2) Drug 1: C1CCN(CC1)CCOC2=CC=C(C=C2)C(=O)C3=C(SC4=C3C=CC(=C4)O)C5=CC=C(C=C5)O. Drug 2: CC=C1C(=O)NC(C(=O)OC2CC(=O)NC(C(=O)NC(CSSCCC=C2)C(=O)N1)C(C)C)C(C)C. Cell line: MDA-MB-231. Synergy scores: CSS=50.1, Synergy_ZIP=-0.158, Synergy_Bliss=-3.43, Synergy_Loewe=-70.5, Synergy_HSA=-4.73. (3) Drug 1: C1=CC(=CC=C1CCCC(=O)O)N(CCCl)CCCl. Drug 2: C1=CN(C=N1)CC(O)(P(=O)(O)O)P(=O)(O)O. Cell line: SF-268. Synergy scores: CSS=27.9, Synergy_ZIP=-6.17, Synergy_Bliss=-11.5, Synergy_Loewe=-9.99, Synergy_HSA=-9.42. (4) Drug 1: CN1C(=O)N2C=NC(=C2N=N1)C(=O)N. Drug 2: CC1=C(C(=O)C2=C(C1=O)N3CC4C(C3(C2COC(=O)N)OC)N4)N. Cell line: OVCAR-8. Synergy scores: CSS=31.6, Synergy_ZIP=0.0327, Synergy_Bliss=0.991, Synergy_Loewe=-6.48, Synergy_HSA=3.08.